Dataset: Forward reaction prediction with 1.9M reactions from USPTO patents (1976-2016). Task: Predict the product of the given reaction. (1) Given the reactants [H-].[Na+].[CH3:3][C:4]([OH:26])([CH3:25])[CH2:5][N:6]1[CH:10]=[C:9]([C:11]2[CH:12]=[CH:13][C:14]3[CH:19]=[N:18][C:17](S(C)(=O)=O)=[N:16][C:15]=3[N:24]=2)[CH:8]=[N:7]1.[CH3:27][N:28]1[C:32]([C:33]2[CH:38]=[CH:37][C:36]([NH:39]C=O)=[C:35]([O:42][CH3:43])[CH:34]=2)=[CH:31][N:30]=[C:29]1[CH3:44], predict the reaction product. The product is: [CH3:27][N:28]1[C:32]([C:33]2[CH:38]=[CH:37][C:36]([NH:39][C:17]3[N:18]=[CH:19][C:14]4[CH:13]=[CH:12][C:11]([C:9]5[CH:8]=[N:7][N:6]([CH2:5][C:4]([CH3:25])([OH:26])[CH3:3])[CH:10]=5)=[N:24][C:15]=4[N:16]=3)=[C:35]([O:42][CH3:43])[CH:34]=2)=[CH:31][N:30]=[C:29]1[CH3:44]. (2) Given the reactants F[C:2]1[C:3]([CH:8]2[CH2:13][CH2:12][N:11]([C:14](=[O:16])[CH3:15])[CH2:10][CH2:9]2)=[N:4][CH:5]=[CH:6][N:7]=1.[NH2:17][C:18]1[CH:23]=[CH:22][C:21]([OH:24])=[CH:20][CH:19]=1.C(=O)([O-])[O-].[Cs+].[Cs+].CN1CCCC1=O, predict the reaction product. The product is: [NH2:17][C:18]1[CH:23]=[CH:22][C:21]([O:24][C:2]2[C:3]([CH:8]3[CH2:13][CH2:12][N:11]([C:14](=[O:16])[CH3:15])[CH2:10][CH2:9]3)=[N:4][CH:5]=[CH:6][N:7]=2)=[CH:20][CH:19]=1. (3) Given the reactants Br[C:2]1[CH:3]=[C:4]([C:8]([C:10]2[C:18]3[CH:17]=[N:16][CH:15]=[N:14][C:13]=3[N:12]([C@H:19]([CH3:28])[CH2:20][O:21][CH:22]3[CH2:27][CH2:26][CH2:25][CH2:24][O:23]3)[CH:11]=2)=[O:9])[CH:5]=[N:6][CH:7]=1.[NH3:29].C(OCC)(=O)C.O, predict the reaction product. The product is: [NH2:29][C:2]1[CH:3]=[C:4]([C:8]([C:10]2[C:18]3[CH:17]=[N:16][CH:15]=[N:14][C:13]=3[N:12]([C@H:19]([CH3:28])[CH2:20][O:21][CH:22]3[CH2:27][CH2:26][CH2:25][CH2:24][O:23]3)[CH:11]=2)=[O:9])[CH:5]=[N:6][CH:7]=1. (4) Given the reactants [Cl:1][C:2]1[C:7]([N+:8]([O-:10])=[O:9])=[CH:6][N:5]=[C:4](O)[CH:3]=1.O=P(Cl)(Cl)[Cl:14], predict the reaction product. The product is: [Cl:14][C:4]1[CH:3]=[C:2]([Cl:1])[C:7]([N+:8]([O-:10])=[O:9])=[CH:6][N:5]=1. (5) Given the reactants [NH2:1][C:2]1[C:9]([C:10]#[C:11][C:12]([CH3:15])([CH3:14])[CH3:13])=[CH:8][C:7]([N+:16]([O-:18])=[O:17])=[CH:6][C:3]=1[C:4]#[N:5].CCCC[N+](CCCC)(CCCC)CCCC.[F-], predict the reaction product. The product is: [C:12]([C:11]1[NH:1][C:2]2[C:9]([CH:10]=1)=[CH:8][C:7]([N+:16]([O-:18])=[O:17])=[CH:6][C:3]=2[C:4]#[N:5])([CH3:15])([CH3:13])[CH3:14].